Dataset: Forward reaction prediction with 1.9M reactions from USPTO patents (1976-2016). Task: Predict the product of the given reaction. Given the reactants [CH:1]1([N:5]([CH2:20][CH2:21][CH2:22][C:23]2[C:31]3[C:26](=[C:27]([F:33])[CH:28]=[C:29]([F:32])[CH:30]=3)[NH:25][CH:24]=2)[CH:6]2[CH2:15][C:14]3[C:13]([C:16]([O:18]C)=[O:17])=[CH:12][CH:11]=[CH:10][C:9]=3[O:8][CH2:7]2)[CH2:4][CH2:3][CH2:2]1.[OH-].[Na+], predict the reaction product. The product is: [CH:1]1([N:5]([CH2:20][CH2:21][CH2:22][C:23]2[C:31]3[C:26](=[C:27]([F:33])[CH:28]=[C:29]([F:32])[CH:30]=3)[NH:25][CH:24]=2)[CH:6]2[CH2:15][C:14]3[C:13]([C:16]([OH:18])=[O:17])=[CH:12][CH:11]=[CH:10][C:9]=3[O:8][CH2:7]2)[CH2:4][CH2:3][CH2:2]1.